This data is from Full USPTO retrosynthesis dataset with 1.9M reactions from patents (1976-2016). The task is: Predict the reactants needed to synthesize the given product. Given the product [CH2:11]([O:18][C@@H:19]1[CH2:24][CH2:23][C@H:22]([CH2:25][NH:26][C:6](=[O:8])[C:5]2[CH:4]=[CH:3][C:2]([OH:1])=[CH:10][CH:9]=2)[CH2:21][CH2:20]1)[C:12]1[CH:17]=[CH:16][CH:15]=[CH:14][CH:13]=1, predict the reactants needed to synthesize it. The reactants are: [OH:1][C:2]1[CH:10]=[CH:9][C:5]([C:6]([OH:8])=O)=[CH:4][CH:3]=1.[CH2:11]([O:18][C@@H:19]1[CH2:24][CH2:23][C@H:22]([CH2:25][NH2:26])[CH2:21][CH2:20]1)[C:12]1[CH:17]=[CH:16][CH:15]=[CH:14][CH:13]=1.O.CCN=C=NCCCN(C)C.[OH-].[Na+].Cl.